Task: Regression. Given a peptide amino acid sequence and an MHC pseudo amino acid sequence, predict their binding affinity value. This is MHC class I binding data.. Dataset: Peptide-MHC class I binding affinity with 185,985 pairs from IEDB/IMGT (1) The peptide sequence is ELMKMGAPEV. The MHC is HLA-A02:01 with pseudo-sequence HLA-A02:01. The binding affinity (normalized) is 0.351. (2) The peptide sequence is FRDYVDRFYK. The MHC is HLA-B54:01 with pseudo-sequence HLA-B54:01. The binding affinity (normalized) is 0.115. (3) The peptide sequence is ASILDGGNML. The binding affinity (normalized) is 0.544. The MHC is Mamu-A01 with pseudo-sequence Mamu-A01. (4) The peptide sequence is SVQRNLPFER. The MHC is HLA-A33:01 with pseudo-sequence HLA-A33:01. The binding affinity (normalized) is 0.467. (5) The peptide sequence is MYPFIFFIV. The MHC is HLA-A11:01 with pseudo-sequence HLA-A11:01. The binding affinity (normalized) is 0.213. (6) The peptide sequence is IVHVDHECF. The binding affinity (normalized) is 0.0847. The MHC is HLA-A01:01 with pseudo-sequence HLA-A01:01. (7) The peptide sequence is MTFPVSLEY. The MHC is HLA-C04:01 with pseudo-sequence HLA-C04:01. The binding affinity (normalized) is 0.213.